From a dataset of Full USPTO retrosynthesis dataset with 1.9M reactions from patents (1976-2016). Predict the reactants needed to synthesize the given product. (1) Given the product [CH2:1]([NH:8][C@H:9]1[C@H:14]([NH:15][C:16]([C:18]2[NH:19][C:20]([CH2:24][CH3:25])=[C:21]([Cl:23])[N:22]=2)=[O:17])[CH2:13][CH2:12][N:11]([C:41]2[S:42][C:43]([C:47]([O:49][CH2:50][CH3:51])=[O:48])=[C:44]([CH3:46])[N:45]=2)[CH2:10]1)[C:2]1[CH:3]=[CH:4][CH:5]=[CH:6][CH:7]=1, predict the reactants needed to synthesize it. The reactants are: [CH2:1]([NH:8][C@H:9]1[C@H:14]([NH:15][C:16]([C:18]2[NH:19][C:20]([CH2:24][CH3:25])=[C:21]([Cl:23])[N:22]=2)=[O:17])[CH2:13][CH2:12][N:11](C(OC(C)(C)C)=O)[CH2:10]1)[C:2]1[CH:7]=[CH:6][CH:5]=[CH:4][CH:3]=1.Cl.O1CCOCC1.Br[C:41]1[S:42][C:43]([C:47]([O:49][CH2:50][CH3:51])=[O:48])=[C:44]([CH3:46])[N:45]=1.C(=O)([O-])[O-].[Na+].[Na+]. (2) Given the product [CH2:23]([NH:25][CH:13]1[CH2:14][CH2:15][N:10]([CH2:9][CH2:8][CH:7]([C:17]2[CH:22]=[CH:21][CH:20]=[CH:19][CH:18]=2)[C:1]2[CH:6]=[CH:5][CH:4]=[CH:3][CH:2]=2)[CH2:11][CH2:12]1)[CH3:24], predict the reactants needed to synthesize it. The reactants are: [C:1]1([CH:7]([C:17]2[CH:22]=[CH:21][CH:20]=[CH:19][CH:18]=2)[CH2:8][CH2:9][N:10]2[CH2:15][CH2:14][C:13](=O)[CH2:12][CH2:11]2)[CH:6]=[CH:5][CH:4]=[CH:3][CH:2]=1.[CH2:23]([NH2:25])[CH3:24].C(O[BH-](OC(=O)C)OC(=O)C)(=O)C.[Na+]. (3) Given the product [F:23][C:24]([F:37])([F:36])[S:25]([O:15][C:9]1[C:10]([C:12](=[O:14])[CH3:13])=[CH:11][C:2]([F:1])=[C:3]2[C:8]=1[N:7]=[CH:6][CH:5]=[CH:4]2)(=[O:27])=[O:26], predict the reactants needed to synthesize it. The reactants are: [F:1][C:2]1[CH:11]=[C:10]([C:12](=[O:14])[CH3:13])[C:9]([OH:15])=[C:8]2[C:3]=1[CH:4]=[CH:5][CH:6]=[N:7]2.C(N(CC)CC)C.[F:23][C:24]([F:37])([F:36])[S:25](O[S:25]([C:24]([F:37])([F:36])[F:23])(=[O:27])=[O:26])(=[O:27])=[O:26]. (4) The reactants are: [C:1]([N:4]1[CH2:9][CH2:8][N:7]([C:10]2[CH:11]=[C:12]([CH3:31])[C:13]3[N:17]=[C:16]([C:18]4[C:19](=O)[NH:20][C:21]5[C:26]([C:27]=4Cl)=[CH:25][CH:24]=[CH:23][CH:22]=5)[NH:15][C:14]=3[CH:30]=2)[CH2:6][CH2:5]1)(=[O:3])[CH3:2].C(N1CCN(C2C=C(C)C3N=C(C4C(=O)C5C(=CC=CC=5)NC=4Cl)NC=3C=2)CC1)(=[O:34])C.CN1CCOCC1.[Cl:70][C:71]1[CH:72]=[C:73]([C@H:77]([OH:80])[CH2:78][NH2:79])[CH:74]=[CH:75][CH:76]=1.C(N1CCN(C2C=C(C)C3N=C(C4C(=O)NC5C(C=4NC[C@H](C4C=CC=C(Cl)C=4)O)=CC=CC=5)NC=3C=2)CC1)(=O)C.N1C2C(=CC=CC=2)C(=O)C=C1. Given the product [C:1]([N:4]1[CH2:5][CH2:6][N:7]([C:10]2[CH:11]=[C:12]([CH3:31])[C:13]3[N:17]=[C:16]([C:18]4[C:27](=[O:34])[C:26]5[C:21](=[CH:22][CH:23]=[CH:24][CH:25]=5)[NH:20][C:19]=4[NH:79][CH2:78][C@H:77]([C:73]4[CH:74]=[CH:75][CH:76]=[C:71]([Cl:70])[CH:72]=4)[OH:80])[NH:15][C:14]=3[CH:30]=2)[CH2:8][CH2:9]1)(=[O:3])[CH3:2], predict the reactants needed to synthesize it.